Task: Predict the reaction yield, written as a fraction of the theoretical maximum amount of product (1.0 means a 100% yield; for example, 0.34 means a 34% yield).. Dataset: Reaction yield outcomes from USPTO patents with 853,638 reactions The reactants are [OH:1][C:2]1[CH:15]=[CH:14][C:5]([C:6]([C:8]2[CH:13]=[CH:12][CH:11]=[CH:10][CH:9]=2)=[O:7])=[CH:4][CH:3]=1.[OH-].[Na+].C(Cl)Cl.[CH2:21]([CH:23]1[O:25][CH2:24]1)Cl. The catalyst is [Br-].C([N+](CC)(CC)CC)C. The product is [C:6]([C:5]1[CH:4]=[CH:3][C:2]([O:1][CH2:21][CH:23]2[CH2:24][O:25]2)=[CH:15][CH:14]=1)(=[O:7])[C:8]1[CH:13]=[CH:12][CH:11]=[CH:10][CH:9]=1. The yield is 0.830.